From a dataset of Forward reaction prediction with 1.9M reactions from USPTO patents (1976-2016). Predict the product of the given reaction. (1) Given the reactants N[C@H:2]([CH:7]=O)[CH2:3]CSC.[CH3:9][C:10]1[CH:11]=[C:12]2[C:16](=[CH:17][C:18]=1[CH3:19])[C:15](=[O:20])[N:14]([C:21]1[CH:22]=[N:23][CH:24]=[CH:25][CH:26]=1)[CH:13]2[CH2:27][CH2:28][O:29]S(C)(=O)=O.O, predict the reaction product. The product is: [CH3:9][C:10]1[CH:11]=[C:12]2[C:16](=[CH:17][C:18]=1[CH3:19])[C:15](=[O:20])[N:14]([C:21]1[CH:22]=[N:23][CH:24]=[CH:25][CH:26]=1)[CH:13]2[CH2:27][CH2:28][O:29][CH2:3][CH2:2][CH3:7]. (2) Given the reactants [CH3:1][S:2]([O:5]S(C)(=O)=O)(=O)=[O:3].C(N(C(C)C)C(C)C)C.[C:19]([O:23][C:24](=[O:39])[NH:25][C@@H:26]1[C:32](=[O:33])[N:31]([CH3:34])[C:30]2[CH:35]=[CH:36][CH:37]=[CH:38][C:29]=2[NH:28][CH2:27]1)([CH3:22])([CH3:21])[CH3:20].C(=O)([O-])[O-].[Na+].[Na+], predict the reaction product. The product is: [C:19]([O:23][C:24](=[O:39])[NH:25][C@@H:26]1[C:32](=[O:33])[N:31]([CH3:34])[C:30]2[CH:35]=[CH:36][CH:37]=[CH:38][C:29]=2[N:28]([S:2]([CH3:1])(=[O:5])=[O:3])[CH2:27]1)([CH3:22])([CH3:20])[CH3:21]. (3) The product is: [CH3:1][O:2][C:3](=[O:21])[C:4]1[CH:9]=[CH:8][C:7]([S:10](=[O:20])(=[O:19])[N:11]([C:12]2[CH:17]=[CH:16][C:15]([F:18])=[CH:14][CH:13]=2)[CH2:23][CH:24]([CH3:26])[CH3:25])=[CH:6][CH:5]=1. Given the reactants [CH3:1][O:2][C:3](=[O:21])[C:4]1[CH:9]=[CH:8][C:7]([S:10](=[O:20])(=[O:19])[NH:11][C:12]2[CH:17]=[CH:16][C:15]([F:18])=[CH:14][CH:13]=2)=[CH:6][CH:5]=1.Br[CH2:23][CH:24]([CH3:26])[CH3:25].C([O-])([O-])=O.[K+].[K+], predict the reaction product. (4) Given the reactants [OH:1][C:2]1[CH:7]=[CH:6][C:5]([C:8]2[O:9][C:10]3[CH:16]=[CH:15][C:14]([OH:17])=[CH:13][C:11]=3[CH:12]=2)=[CH:4][CH:3]=1.C([O-])([O-])=O.[K+].[K+].C1C(=O)N([Br:31])C(=O)C1.Cl, predict the reaction product. The product is: [Br:31][C:13]1[C:11]2[CH:12]=[C:8]([C:5]3[CH:6]=[CH:7][C:2]([OH:1])=[CH:3][CH:4]=3)[O:9][C:10]=2[CH:16]=[CH:15][C:14]=1[OH:17]. (5) Given the reactants Cl.Cl.[NH2:3][C@H:4]1[CH2:9][CH2:8][C@H:7]([CH2:10][CH2:11][N:12]2[CH2:16][C@H:15]3[C:17]4[CH:18]=[C:19]([C:25]#[N:26])[CH:20]=[CH:21][C:22]=4[O:23][CH2:24][C@@H:14]3[CH2:13]2)[CH2:6][CH2:5]1.C(N(CC)CC)C.[C:34]([Cl:37])(=[O:36])[CH3:35].Cl, predict the reaction product. The product is: [ClH:37].[C:25]([C:19]1[CH:20]=[CH:21][C:22]2[O:23][CH2:24][C@H:14]3[C@H:15]([C:17]=2[CH:18]=1)[CH2:16][N:12]([CH2:11][CH2:10][C@H:7]1[CH2:8][CH2:9][C@H:4]([NH:3][C:34](=[O:36])[CH3:35])[CH2:5][CH2:6]1)[CH2:13]3)#[N:26]. (6) Given the reactants [Br:1][C:2]1[CH:3]=[C:4]([CH2:17]O)[CH:5]=[CH:6][C:7]=1[O:8][C:9]1[CH:14]=[CH:13][C:12]([F:15])=[CH:11][C:10]=1[F:16].P(Br)(Br)[Br:20].C(=O)(O)[O-].[Na+], predict the reaction product. The product is: [Br:1][C:2]1[CH:3]=[C:4]([CH2:17][Br:20])[CH:5]=[CH:6][C:7]=1[O:8][C:9]1[CH:14]=[CH:13][C:12]([F:15])=[CH:11][C:10]=1[F:16]. (7) Given the reactants [C:1]1([C:7]2[CH:8]=[C:9]3[C:15]([C:16]4[CH:24]=[CH:23][C:19]([C:20]([OH:22])=[O:21])=[CH:18][CH:17]=4)=[CH:14][N:13](S(C4C=CC(C)=CC=4)(=O)=O)[C:10]3=[N:11][CH:12]=2)[CH:6]=[CH:5][CH:4]=[CH:3][CH:2]=1.Cl, predict the reaction product. The product is: [C:1]1([C:7]2[CH:8]=[C:9]3[C:15]([C:16]4[CH:17]=[CH:18][C:19]([C:20]([OH:22])=[O:21])=[CH:23][CH:24]=4)=[CH:14][NH:13][C:10]3=[N:11][CH:12]=2)[CH:2]=[CH:3][CH:4]=[CH:5][CH:6]=1.